This data is from Forward reaction prediction with 1.9M reactions from USPTO patents (1976-2016). The task is: Predict the product of the given reaction. (1) Given the reactants [Cl:1][C:2]1[NH:10][C:9]2[C:8](=[O:11])[N:7]([CH2:12][CH2:13][CH2:14][OH:15])[C:6](=[O:16])[N:5]([CH2:17][CH2:18][CH2:19][CH2:20][CH3:21])[C:4]=2[N:3]=1.ClC(Cl)(O[C:26](=[O:32])OC(Cl)(Cl)Cl)Cl.N1C=CC=CC=1.[CH2:40]([NH2:47])[C:41]1[CH:46]=[CH:45][CH:44]=[CH:43][CH:42]=1, predict the reaction product. The product is: [C:41]1([CH2:40][NH:47][C:26](=[O:32])[O:15][CH2:14][CH2:13][CH2:12][N:7]2[C:8](=[O:11])[C:9]3[NH:10][C:2]([Cl:1])=[N:3][C:4]=3[N:5]([CH2:17][CH2:18][CH2:19][CH2:20][CH3:21])[C:6]2=[O:16])[CH:46]=[CH:45][CH:44]=[CH:43][CH:42]=1. (2) Given the reactants [C:1]1([S:7]([C:10]2[C:15](=[NH:16])[N:14]3[CH:17]=[CH:18][CH:19]=[CH:20][C:13]3=[N:12][C:11]=2[S:21][CH3:22])(=[O:9])=[O:8])[CH:6]=[CH:5][CH:4]=[CH:3][CH:2]=1.N1C=CC=CC=1.[C:29](Cl)(=[O:31])[CH3:30], predict the reaction product. The product is: [C:1]1([S:7]([C:10]2[C:15](=[N:16][C:29](=[O:31])[CH3:30])[N:14]3[CH:17]=[CH:18][CH:19]=[CH:20][C:13]3=[N:12][C:11]=2[S:21][CH3:22])(=[O:9])=[O:8])[CH:2]=[CH:3][CH:4]=[CH:5][CH:6]=1. (3) The product is: [C:9]([C:3]1[CH:4]=[C:5]([F:8])[CH:6]=[CH:7][C:2]=1[NH:1][S:25]([C:22]1[CH:21]=[CH:20][C:19]([O:18][CH3:17])=[CH:24][CH:23]=1)(=[O:27])=[O:26])(=[O:10])[C:11]1[CH:12]=[CH:13][CH:14]=[CH:15][CH:16]=1. Given the reactants [NH2:1][C:2]1[CH:7]=[CH:6][C:5]([F:8])=[CH:4][C:3]=1[C:9]([C:11]1[CH:16]=[CH:15][CH:14]=[CH:13][CH:12]=1)=[O:10].[CH3:17][O:18][C:19]1[CH:24]=[CH:23][C:22]([S:25](Cl)(=[O:27])=[O:26])=[CH:21][CH:20]=1, predict the reaction product. (4) Given the reactants [OH:1][CH2:2][C:3]1[CH:8]=[C:7]([N+:9]([O-])=O)[CH:6]=[CH:5][C:4]=1[N:12]1[CH2:17][CH2:16][N:15]([C:18]([O:20][C:21]([CH3:24])([CH3:23])[CH3:22])=[O:19])[CH2:14][CH2:13]1.[H][H], predict the reaction product. The product is: [NH2:9][C:7]1[CH:6]=[CH:5][C:4]([N:12]2[CH2:17][CH2:16][N:15]([C:18]([O:20][C:21]([CH3:22])([CH3:24])[CH3:23])=[O:19])[CH2:14][CH2:13]2)=[C:3]([CH2:2][OH:1])[CH:8]=1. (5) Given the reactants [C:1]([O:9]CC)(=O)[CH2:2][C:3]([O:5][CH2:6][CH3:7])=[O:4].[H-].[Na+].[H][H].[CH2:16]([N:23]1[C:28]2[CH:29]=[CH:30][C:31]([CH3:33])=[CH:32][C:27]=2[C:26](=O)[O:25]C1=O)[C:17]1[CH:22]=[CH:21][CH:20]=[CH:19][CH:18]=1.Cl, predict the reaction product. The product is: [CH2:6]([O:5][C:3]([C:2]1[C:1](=[O:9])[N:23]([CH2:16][C:17]2[CH:18]=[CH:19][CH:20]=[CH:21][CH:22]=2)[C:28]2[C:27]([C:26]=1[OH:25])=[CH:32][C:31]([CH3:33])=[CH:30][CH:29]=2)=[O:4])[CH3:7]. (6) Given the reactants [CH3:1][O:2][C:3]1[CH:4]=[C:5]2[C:10](=[CH:11][C:12]=1[O:13][CH3:14])[N:9]=[CH:8][CH:7]=[C:6]2[O:15][C:16]1[CH:22]=[CH:21][C:19]([NH2:20])=[CH:18][CH:17]=1.C(N(CC)CC)C.ClC(Cl)(O[C:34](=[O:40])OC(Cl)(Cl)Cl)Cl.[CH:42]([N:45]([CH:49]([CH3:51])[CH3:50])[CH2:46][CH2:47][NH2:48])([CH3:44])[CH3:43], predict the reaction product. The product is: [CH:42]([N:45]([CH:49]([CH3:51])[CH3:50])[CH2:46][CH2:47][NH:48][C:34]([NH:20][C:19]1[CH:21]=[CH:22][C:16]([O:15][C:6]2[C:5]3[C:10](=[CH:11][C:12]([O:13][CH3:14])=[C:3]([O:2][CH3:1])[CH:4]=3)[N:9]=[CH:8][CH:7]=2)=[CH:17][CH:18]=1)=[O:40])([CH3:44])[CH3:43]. (7) The product is: [NH2:1][C:2]1[C:7]([C:8]#[N:9])=[C:6]([NH:10][C@H:11]([C:13]2[N:18]([C:19]3[CH:20]=[CH:21][CH:22]=[CH:23][CH:24]=3)[C:17](=[O:25])[C:16]3=[C:26]([S:29][C:30]4[CH:35]=[CH:34][CH:33]=[C:32]([OH:36])[CH:31]=4)[CH:27]=[CH:28][N:15]3[N:14]=2)[CH3:12])[N:5]=[CH:4][N:3]=1. Given the reactants [NH2:1][C:2]1[C:7]([C:8]#[N:9])=[C:6]([NH:10][C@H:11]([C:13]2[N:18]([C:19]3[CH:24]=[CH:23][CH:22]=[CH:21][CH:20]=3)[C:17](=[O:25])[C:16]3=[C:26]([S:29][C:30]4[CH:35]=[CH:34][CH:33]=[C:32]([O:36]C)[CH:31]=4)[CH:27]=[CH:28][N:15]3[N:14]=2)[CH3:12])[N:5]=[CH:4][N:3]=1.B(Br)(Br)Br, predict the reaction product. (8) Given the reactants [C:1]([CH:3]1[CH2:8][CH2:7][N:6]([C:9]([N:11]2[CH2:16][CH:15]([C:17]3[CH:22]=[CH:21][C:20]([CH3:23])=[C:19]([CH3:24])[CH:18]=3)[CH2:14][CH:13]([C:25](O)=[O:26])[CH2:12]2)=[O:10])[CH2:5][CH2:4]1)#[N:2].O[N:29]=[C:30]([CH:32]1[CH2:34][CH2:33]1)[NH2:31], predict the reaction product. The product is: [CH:32]1([C:30]2[N:31]=[C:25]([CH:13]3[CH2:14][CH:15]([C:17]4[CH:22]=[CH:21][C:20]([CH3:23])=[C:19]([CH3:24])[CH:18]=4)[CH2:16][N:11]([C:9]([N:6]4[CH2:5][CH2:4][CH:3]([C:1]#[N:2])[CH2:8][CH2:7]4)=[O:10])[CH2:12]3)[O:26][N:29]=2)[CH2:34][CH2:33]1. (9) Given the reactants C(O[C:6]([N:8]1[CH2:11][CH:10]([C:12]([OH:14])=O)[CH2:9]1)=[O:7])(C)(C)C.[H-].[Al+3].[Li+].[H-].[H-].[H-].[C:21]1([C:27]2[C:35]3[C:30](=[CH:31][CH:32]=[CH:33][CH:34]=3)[N:29]([S:36]([C:39]3[CH:47]=[CH:46][C:42](C(O)=O)=[CH:41][CH:40]=3)(=[O:38])=[O:37])[CH:28]=2)[CH:26]=[CH:25][CH:24]=[CH:23][CH:22]=1.N1CC(CO)C1.C(N(CC)CC)C.N1(O[P+](N(C)C)(N(C)C)N(C)C)C2C=CC=CC=2N=N1, predict the reaction product. The product is: [OH:14][CH2:12][CH:10]1[CH2:9][N:8]([C:6]([C:42]2[CH:41]=[CH:40][C:39]([S:36]([N:29]3[C:30]4[C:35](=[CH:34][CH:33]=[CH:32][CH:31]=4)[C:27]([C:21]4[CH:26]=[CH:25][CH:24]=[CH:23][CH:22]=4)=[CH:28]3)(=[O:38])=[O:37])=[CH:47][CH:46]=2)=[O:7])[CH2:11]1.